From a dataset of Reaction yield outcomes from USPTO patents with 853,638 reactions. Predict the reaction yield, written as a fraction of the theoretical maximum amount of product (1.0 means a 100% yield; for example, 0.34 means a 34% yield). (1) The reactants are Cl.C(OCC)(=O)C.C(OC([NH:15][CH2:16][CH2:17][CH2:18][C:19]([NH:21][C:22]1[CH:31]=[CH:30][C:29]([Cl:32])=[CH:28][C:23]=1[C:24]([O:26][CH3:27])=[O:25])=[O:20])=O)(C)(C)C. The catalyst is C(OCC)(=O)C. The product is [ClH:32].[NH2:15][CH2:16][CH2:17][CH2:18][C:19]([NH:21][C:22]1[CH:31]=[CH:30][C:29]([Cl:32])=[CH:28][C:23]=1[C:24]([O:26][CH3:27])=[O:25])=[O:20]. The yield is 0.990. (2) The reactants are [NH2:1][C@@H:2]([CH2:33][C:34]1[CH:39]=[CH:38][CH:37]=[CH:36][CH:35]=1)[C@@H:3]([OH:32])[CH2:4][C@@H:5]([NH:19][C:20]([C@@H:22]([NH:27][C:28](=[O:31])[O:29][CH3:30])[C:23]([CH3:26])([CH3:25])[CH3:24])=[O:21])[CH2:6][C:7]1[CH:12]=[CH:11][C:10]([C:13]2[CH:18]=[CH:17][CH:16]=[CH:15][N:14]=2)=[CH:9][CH:8]=1.[O:40]=[C:41]1[N:45]([CH2:46][C:47]2[N:48]=[C:49]([C:52]3[CH:53]=[N:54][CH:55]=[CH:56][CH:57]=3)[S:50][CH:51]=2)[C:44](=[O:58])[CH2:43][N:42]1[C@@H:59]([C@@H:63]([CH3:66])[CH2:64][CH3:65])[C:60](O)=[O:61].CCOP(ON1N=NC2C=CC=CC=2C1=O)(OCC)=O.C(N(CC)C(C)C)(C)C. The catalyst is C1COCC1. The product is [O:40]=[C:41]1[N:45]([CH2:46][C:47]2[N:48]=[C:49]([C:52]3[CH:53]=[N:54][CH:55]=[CH:56][CH:57]=3)[S:50][CH:51]=2)[C:44](=[O:58])[CH2:43][N:42]1[C@@H:59]([CH:63]([CH3:66])[CH2:64][CH3:65])[C:60]([NH:1][C@@H:2]([CH2:33][C:34]1[CH:35]=[CH:36][CH:37]=[CH:38][CH:39]=1)[C@@H:3]([OH:32])[CH2:4][C@@H:5]([NH:19][C:20]([C@@H:22]([NH:27][C:28](=[O:31])[O:29][CH3:30])[C:23]([CH3:26])([CH3:25])[CH3:24])=[O:21])[CH2:6][C:7]1[CH:12]=[CH:11][C:10]([C:13]2[CH:18]=[CH:17][CH:16]=[CH:15][N:14]=2)=[CH:9][CH:8]=1)=[O:61]. The yield is 0.860. (3) The reactants are [Cl:1][CH2:2][C:3]1[CH:4]=[C:5]([CH:9]=[CH:10][CH:11]=1)[C:6](Cl)=[O:7].[NH:12]1[CH2:16][CH2:15][CH2:14][CH2:13]1.C(N(CC)CC)C. The catalyst is C(Cl)Cl. The product is [Cl:1][CH2:2][C:3]1[CH:4]=[C:5]([C:6]([N:12]2[CH2:16][CH2:15][CH2:14][CH2:13]2)=[O:7])[CH:9]=[CH:10][CH:11]=1. The yield is 0.640. (4) The catalyst is CN(C)C=O.O. The reactants are [Cl:1][C:2]1[C:3]([O:9][C:10]2[CH:17]=[C:16]([OH:18])[CH:15]=[CH:14][C:11]=2[CH:12]=[O:13])=[N:4][CH:5]=[C:6]([Cl:8])[CH:7]=1.Br[CH2:20][CH2:21][CH2:22][O:23][CH3:24].[I-].[Na+].C(=O)([O-])[O-].[K+].[K+]. The product is [Cl:1][C:2]1[C:3]([O:9][C:10]2[CH:17]=[C:16]([O:18][CH2:20][CH2:21][CH2:22][O:23][CH3:24])[CH:15]=[CH:14][C:11]=2[CH:12]=[O:13])=[N:4][CH:5]=[C:6]([Cl:8])[CH:7]=1. The yield is 0.870. (5) The reactants are [F:1][C:2]1[CH:3]=[C:4]([S:11]([NH2:14])(=[O:13])=[O:12])[CH:5]=[CH:6][C:7]=1[N+:8]([O-])=O. The catalyst is CO.[Pd]. The product is [NH2:8][C:7]1[CH:6]=[CH:5][C:4]([S:11]([NH2:14])(=[O:12])=[O:13])=[CH:3][C:2]=1[F:1]. The yield is 0.740.